This data is from Forward reaction prediction with 1.9M reactions from USPTO patents (1976-2016). The task is: Predict the product of the given reaction. (1) Given the reactants COC1C=CC(C[N:8]2[C:17]3[C:12](=[CH:13][CH:14]=[CH:15][CH:16]=3)[CH2:11][C:10]3([CH2:19][CH2:18]3)[C:9]2=[O:20])=CC=1.C1(OC)C=CC=CC=1.C(O)(C(F)(F)F)=O, predict the reaction product. The product is: [NH:8]1[C:17]2[C:12](=[CH:13][CH:14]=[CH:15][CH:16]=2)[CH2:11][C:10]2([CH2:18][CH2:19]2)[C:9]1=[O:20]. (2) Given the reactants [CH2:1]([Mg]Cl)[CH:2]=[CH2:3].[CH3:6][C@H:7]1[CH2:16][CH:15]=[CH:14][C:9]2([CH2:13][CH2:12][CH2:11][CH2:10]2)[C@H:8]1[C:17]([O:19]CC)=O.Cl.CC([O-])(C)C.[K+], predict the reaction product. The product is: [CH3:6][C@H:7]1[CH2:16][CH:15]=[CH:14][C:9]2([CH2:10][CH2:11][CH2:12][CH2:13]2)[C@H:8]1[C:17](=[O:19])/[CH:1]=[CH:2]/[CH3:3]. (3) Given the reactants [C:12]([O:11][C:9](O[C:9]([O:11][C:12]([CH3:15])([CH3:14])[CH3:13])=[O:10])=[O:10])([CH3:15])([CH3:14])[CH3:13].[F:16][C:17]1[CH:18]=[C:19]([C@H:24]2[NH:29][C:28](=[O:30])[C:27]3([CH2:36][O:35][CH2:34][CH2:33][O:32][CH2:31]3)[NH:26][CH2:25]2)[CH:20]=[C:21]([F:23])[CH:22]=1.CCN(C(C)C)C(C)C, predict the reaction product. The product is: [F:16][C:17]1[CH:18]=[C:19]([C@H:24]2[NH:29][C:28](=[O:30])[C:27]3([CH2:31][O:32][CH2:33][CH2:34][O:35][CH2:36]3)[N:26]([C:9]([O:11][C:12]([CH3:13])([CH3:14])[CH3:15])=[O:10])[CH2:25]2)[CH:20]=[C:21]([F:23])[CH:22]=1. (4) Given the reactants [CH2:1]([OH:5])[CH2:2]CC.[CH2:6]=[C:7]1[O:11][C:9](=[O:10])[CH2:8]1.[CH2:12](N(CC)CC)[CH3:13], predict the reaction product. The product is: [C:9]([O:11][CH2:7][CH2:6][CH2:12][CH3:13])(=[O:10])[CH2:8][C:1]([CH3:2])=[O:5]. (5) Given the reactants [CH3:1][N:2]([C:6]1[CH:11]=[CH:10][CH:9]=[C:8]([N+:12]([O-:14])=[O:13])[CH:7]=1)[CH2:3][CH2:4][OH:5].ClCCl.C(N(CC)CC)C.[S:25](Cl)([CH3:28])(=[O:27])=[O:26], predict the reaction product. The product is: [CH3:28][S:25]([O:5][CH2:4][CH2:3][N:2]([CH3:1])[C:6]1[CH:11]=[CH:10][CH:9]=[C:8]([N+:12]([O-:14])=[O:13])[CH:7]=1)(=[O:27])=[O:26]. (6) Given the reactants [C:1]([C:3]1[CH:4]=[C:5]([NH:14][CH2:15][C:16]2[C:21]([CH3:22])=[CH:20][CH:19]=[CH:18][C:17]=2[CH3:23])[C:6]2[N:10]=[C:9]([CH3:11])[N:8]([CH3:12])[C:7]=2[CH:13]=1)#N.P12(SP3(SP(SP(S3)(S1)=S)(=S)S2)=S)=S.[CH3:38][NH:39][CH2:40][CH2:41][NH2:42], predict the reaction product. The product is: [CH3:38][N:39]1[CH2:40][CH2:41][N:42]=[C:1]1[C:3]1[CH:4]=[C:5]([NH:14][CH2:15][C:16]2[C:21]([CH3:22])=[CH:20][CH:19]=[CH:18][C:17]=2[CH3:23])[C:6]2[N:10]=[C:9]([CH3:11])[N:8]([CH3:12])[C:7]=2[CH:13]=1. (7) Given the reactants ClC1N=C(C2SC(C(C)C)=NC=2C2C=C(N[S:23]([C:26]3[C:31]([F:32])=[CH:30][CH:29]=[CH:28][C:27]=3[F:33])(=[O:25])=[O:24])C=CC=2)C=CN=1.[Cl:34][C:35]1[N:40]=[C:39]([C:41]2[O:45][C:44]([C:46]([CH3:49])([CH3:48])[CH3:47])=[N:43][C:42]=2[C:50]2[C:51]([F:57])=[C:52]([CH:54]=[CH:55][CH:56]=2)[NH2:53])[CH:38]=[CH:37][N:36]=1.FC1C=CC=C(F)C=1S(Cl)(=O)=O, predict the reaction product. The product is: [Cl:34][C:35]1[N:40]=[C:39]([C:41]2[O:45][C:44]([C:46]([CH3:49])([CH3:48])[CH3:47])=[N:43][C:42]=2[C:50]2[C:51]([F:57])=[C:52]([NH:53][S:23]([C:26]3[C:31]([F:32])=[CH:30][CH:29]=[CH:28][C:27]=3[F:33])(=[O:25])=[O:24])[CH:54]=[CH:55][CH:56]=2)[CH:38]=[CH:37][N:36]=1.